From a dataset of Catalyst prediction with 721,799 reactions and 888 catalyst types from USPTO. Predict which catalyst facilitates the given reaction. (1) The catalyst class is: 1. Reactant: [C:1]([C:3]1([N:15]2[CH2:20][CH2:19][CH:18]([C:21]3[CH:26]=[CH:25][CH:24]=[CH:23][CH:22]=3)[CH2:17][CH2:16]2)[CH2:7][CH2:6][N:5]([C:8]([O:10][C:11]([CH3:14])([CH3:13])[CH3:12])=[O:9])[CH2:4]1)#N.C[Mg]Br. Product: [CH3:1][C:3]1([N:15]2[CH2:20][CH2:19][CH:18]([C:21]3[CH:26]=[CH:25][CH:24]=[CH:23][CH:22]=3)[CH2:17][CH2:16]2)[CH2:7][CH2:6][N:5]([C:8]([O:10][C:11]([CH3:12])([CH3:13])[CH3:14])=[O:9])[CH2:4]1. (2) Reactant: [CH3:1][N:2]([CH3:6])[C:3](Cl)=[O:4].Cl.[NH2:8][C@H:9]1[CH2:18][C:17]2[C:12](=[CH:13][CH:14]=[C:15]([O:19][C:20]3[CH:25]=[CH:24][CH:23]=[CH:22][CH:21]=3)[CH:16]=2)[N:11]([OH:26])[C:10]1=[O:27]. Product: [NH2:8][C@H:9]1[CH2:18][C:17]2[C:12](=[CH:13][CH:14]=[C:15]([O:19][C:20]3[CH:25]=[CH:24][CH:23]=[CH:22][CH:21]=3)[CH:16]=2)[N:11]([O:26][C:3](=[O:4])[N:2]([CH3:6])[CH3:1])[C:10]1=[O:27]. The catalyst class is: 17. (3) Reactant: [Br-].[CH2:2]([O:4][C:5]([C:7]1[NH:8][C:9]2[C:14]([CH:15]=1)=[CH:13][C:12]([C:16]1[CH:21]=[CH:20][N+:19]([CH:22]([CH3:24])[CH3:23])=[CH:18][CH:17]=1)=[CH:11][CH:10]=2)=[O:6])[CH3:3]. Product: [CH2:2]([O:4][C:5]([C:7]1[NH:8][C:9]2[C:14]([CH:15]=1)=[CH:13][C:12]([CH:16]1[CH2:21][CH2:20][N:19]([CH:22]([CH3:23])[CH3:24])[CH2:18][CH2:17]1)=[CH:11][CH:10]=2)=[O:6])[CH3:3]. The catalyst class is: 663. (4) Reactant: C(O[C@@H]1[C@H](OC(=O)C)[C@@H](COC(=O)C)O[C@H]1[N:19]1[CH:27]=[N:26][C:25]2[C:20]1=[N:21][C:22]([Cl:36])=[N:23][C:24]=2[N:28]1[CH:32]=[CH:31][N:30]=[C:29]1[CH2:33][CH2:34][CH3:35])(=O)C.C(Cl)(C)=O. Product: [Cl:36][C:22]1[N:21]=[C:20]2[C:25]([NH:26][CH:27]=[N:19]2)=[C:24]([N:28]2[CH:32]=[CH:31][N:30]=[C:29]2[CH2:33][CH2:34][CH3:35])[N:23]=1. The catalyst class is: 52. (5) Reactant: [CH3:1][CH:2]([N:4]1[C:12](/[CH:13]=[CH:14]/[C@H:15]([OH:24])[CH2:16][C@H:17]([OH:23])[CH2:18][C:19]([O:21]C)=[O:20])=[C:11]([C:25]2[CH:30]=[CH:29][C:28]([F:31])=[CH:27][CH:26]=2)[C:10]2[C:5]1=[CH:6][CH:7]=[CH:8][CH:9]=2)[CH3:3].[OH-].[Na+:33]. Product: [CH3:3][CH:2]([N:4]1[C:12](/[CH:13]=[CH:14]/[CH:15]([OH:24])[CH2:16][CH:17]([OH:23])[CH2:18][C:19]([O-:21])=[O:20])=[C:11]([C:25]2[CH:26]=[CH:27][C:28]([F:31])=[CH:29][CH:30]=2)[C:10]2[CH:9]=[CH:8][CH:7]=[CH:6][C:5]1=2)[CH3:1].[Na+:33]. The catalyst class is: 6. (6) Reactant: [CH3:1][O:2][CH2:3][CH2:4][O:5][C:6]1[CH:7]=[CH:8][C:9]([CH3:39])=[C:10]([C:12]2[C:16]3[CH:17]=[C:18]([CH2:21][O:22][C:23]4[CH:28]=[CH:27][C:26]([C@@H:29]([C:36]#[C:37][CH3:38])[CH2:30][C:31]([O:33]CC)=[O:32])=[CH:25][CH:24]=4)[CH:19]=[CH:20][C:15]=3[S:14][CH:13]=2)[CH:11]=1.[Li+].[OH-].Cl. Product: [CH3:1][O:2][CH2:3][CH2:4][O:5][C:6]1[CH:7]=[CH:8][C:9]([CH3:39])=[C:10]([C:12]2[C:16]3[CH:17]=[C:18]([CH2:21][O:22][C:23]4[CH:28]=[CH:27][C:26]([C@@H:29]([C:36]#[C:37][CH3:38])[CH2:30][C:31]([OH:33])=[O:32])=[CH:25][CH:24]=4)[CH:19]=[CH:20][C:15]=3[S:14][CH:13]=2)[CH:11]=1. The catalyst class is: 14. (7) Reactant: [I:1][C:2]1[CH:3]=[C:4]2[C:9](=[O:10])[NH:8][C:6](=[O:7])[C:5]2=[CH:11][CH:12]=1.[C:13](=O)([O-])[O-].[K+].[K+].CI.O. Product: [I:1][C:2]1[CH:3]=[C:4]2[C:9](=[O:10])[N:8]([CH3:13])[C:6](=[O:7])[C:5]2=[CH:11][CH:12]=1. The catalyst class is: 39.